This data is from CYP1A2 inhibition data for predicting drug metabolism from PubChem BioAssay. The task is: Regression/Classification. Given a drug SMILES string, predict its absorption, distribution, metabolism, or excretion properties. Task type varies by dataset: regression for continuous measurements (e.g., permeability, clearance, half-life) or binary classification for categorical outcomes (e.g., BBB penetration, CYP inhibition). Dataset: cyp1a2_veith. (1) The compound is CC1(C)CC(=O)c2c(Cc3ccccc3)n[nH]c2C1. The result is 0 (non-inhibitor). (2) The drug is COC(=O)c1[nH]c2cc(OC)ccc2c1NC(=O)CCN1CCSCC1. The result is 1 (inhibitor). (3) The result is 0 (non-inhibitor). The molecule is CCOC(=O)CCN1C(=O)[C@H]2CC[C@@H]3/C(=N\OC[C@@H](O)COCc4ccco4)C[C@@H](O)[C@@H](O)[C@@H]3[C@@H]2C1=O. (4) The result is 1 (inhibitor). The compound is CCc1c(C)c2c(C)[nH]nc2oc1=O. (5) The drug is Cc1ccc(NC(=O)CCc2c(C)nc3ncnn3c2C)nc1. The result is 0 (non-inhibitor). (6) The drug is COc1ccc(-c2cc(C3CCN(c4cc(Cl)nc(N)n4)CC3)[nH]n2)cc1. The result is 1 (inhibitor). (7) The compound is O=[N+]([O-])c1ccc2nc(-c3ccc(Cl)cc3)n(OCc3ccccc3)c2c1. The result is 1 (inhibitor). (8) The compound is CCNC(=O)CN1c2cccc3cccc(c23)S1(=O)=O. The result is 1 (inhibitor). (9) The compound is C1CCN(c2nc3nonc3nc2N2CCCC2)C1. The result is 1 (inhibitor).